Predict the reactants needed to synthesize the given product. From a dataset of Full USPTO retrosynthesis dataset with 1.9M reactions from patents (1976-2016). (1) Given the product [F:19][C:13]1[CH:14]=[C:15]([F:18])[CH:16]=[CH:17][C:12]=1[N:9]1[C:10]2[C:5](=[CH:4][CH:3]=[C:2]([C:27]3[C:23]([CH3:22])=[N:24][O:25][C:26]=3[CH3:37])[CH:11]=2)[C:6](=[O:21])[CH:7]=[C:8]1[CH3:20], predict the reactants needed to synthesize it. The reactants are: Br[C:2]1[CH:11]=[C:10]2[C:5]([C:6](=[O:21])[CH:7]=[C:8]([CH3:20])[N:9]2[C:12]2[CH:17]=[CH:16][C:15]([F:18])=[CH:14][C:13]=2[F:19])=[CH:4][CH:3]=1.[CH3:22][C:23]1[C:27](B2OC(C)(C)C(C)(C)O2)=[C:26]([CH3:37])[O:25][N:24]=1.C(=O)(O)[O-].[Na+].C1(P(C2C=CC=CC=2)C2C=CC=CC=2)C=CC=CC=1. (2) Given the product [ClH:44].[ClH:44].[F:1][C:2]1[C:7]([F:8])=[CH:6][CH:5]=[CH:4][C:3]=1[C:9]1[CH:10]=[C:11]2[C:16](=[CH:17][CH:18]=1)[N:15]=[C:14]([C:19]1[CH:20]=[N:21][CH:22]=[CH:23][CH:24]=1)[N:13]=[C:12]2[N:25]1[C:33]2[C:28](=[CH:29][C:30]([NH:34][C:41](=[O:43])[CH3:42])=[CH:31][CH:32]=2)[CH2:27][CH2:26]1, predict the reactants needed to synthesize it. The reactants are: [F:1][C:2]1[C:7]([F:8])=[CH:6][CH:5]=[CH:4][C:3]=1[C:9]1[CH:10]=[C:11]2[C:16](=[CH:17][CH:18]=1)[N:15]=[C:14]([C:19]1[CH:20]=[N:21][CH:22]=[CH:23][CH:24]=1)[N:13]=[C:12]2[N:25]1[C:33]2[C:28](=[CH:29][C:30]([NH2:34])=[CH:31][CH:32]=2)[CH2:27][CH2:26]1.N1C=CC=CC=1.[C:41]([Cl:44])(=[O:43])[CH3:42].